Dataset: Full USPTO retrosynthesis dataset with 1.9M reactions from patents (1976-2016). Task: Predict the reactants needed to synthesize the given product. Given the product [CH3:13][N:14]1[C:22]2[C:17](=[CH:18][C:19]([C:23]3[NH:12][C:11]4[N:10]([N:9]=[CH:8][C:7]=4[C:5]4[O:6][C:2]([CH3:1])=[CH:3][N:4]=4)[C:25](=[O:26])[CH:24]=3)=[CH:20][CH:21]=2)[CH:16]=[N:15]1, predict the reactants needed to synthesize it. The reactants are: [CH3:1][C:2]1[O:6][C:5]([C:7]2[CH:8]=[N:9][NH:10][C:11]=2[NH2:12])=[N:4][CH:3]=1.[CH3:13][N:14]1[C:22]2[C:17](=[CH:18][C:19]([C:23](=O)[CH2:24][C:25](OCC)=[O:26])=[CH:20][CH:21]=2)[CH:16]=[N:15]1.CC1C=CC(S(O)(=O)=O)=CC=1.